From a dataset of Forward reaction prediction with 1.9M reactions from USPTO patents (1976-2016). Predict the product of the given reaction. (1) Given the reactants [C:1]([O:5][C:6](=[O:19])[NH:7][C@@H:8]1[C:17]2[C:12](=[CH:13][CH:14]=[CH:15][CH:16]=2)[C@H:11]([OH:18])[CH2:10][CH2:9]1)([CH3:4])([CH3:3])[CH3:2].[H-].[Na+].Br.[NH2:23][C:24]1[CH:29]=[C:28]([CH2:30]Br)[CH:27]=[CH:26][N:25]=1, predict the reaction product. The product is: [C:1]([O:5][C:6](=[O:19])[NH:7][C@@H:8]1[C:17]2[C:12](=[CH:13][CH:14]=[CH:15][CH:16]=2)[C@H:11]([O:18][CH2:30][C:28]2[CH:27]=[CH:26][N:25]=[C:24]([NH2:23])[CH:29]=2)[CH2:10][CH2:9]1)([CH3:4])([CH3:2])[CH3:3]. (2) Given the reactants [C:1]1(=O)[CH2:4][CH2:3][CH2:2]1.[CH2:6]1[C:12]2[CH:13]=[CH:14][C:15]([CH2:17][C:18]3[N:23]=[CH:22][C:21]([C:24]#[N:25])=[CH:20][CH:19]=3)=[CH:16][C:11]=2[CH2:10][CH2:9][NH:8][CH2:7]1.C(O[BH-](OC(=O)C)OC(=O)C)(=O)C.[Na+], predict the reaction product. The product is: [CH:1]1([N:8]2[CH2:7][CH2:6][C:12]3[CH:13]=[CH:14][C:15]([CH2:17][C:18]4[N:23]=[CH:22][C:21]([C:24]#[N:25])=[CH:20][CH:19]=4)=[CH:16][C:11]=3[CH2:10][CH2:9]2)[CH2:4][CH2:3][CH2:2]1. (3) Given the reactants [O:1]1[CH:5]=[CH:4][CH:3]=[C:2]1[C:6](Cl)=[O:7].[C:9]1([S:15]([N:18]2[C:26]3[CH:25]=[C:24]([Sn:27]([CH3:30])([CH3:29])[CH3:28])[CH:23]=[C:22]([NH2:31])[C:21]=3[CH:20]=[N:19]2)(=[O:17])=[O:16])[CH:14]=[CH:13][CH:12]=[CH:11][CH:10]=1.Cl, predict the reaction product. The product is: [C:9]1([S:15]([N:18]2[C:26]3[C:21](=[C:22]([NH:31][C:6]([C:2]4[O:1][CH:5]=[CH:4][CH:3]=4)=[O:7])[CH:23]=[C:24]([Sn:27]([CH3:29])([CH3:28])[CH3:30])[CH:25]=3)[CH:20]=[N:19]2)(=[O:17])=[O:16])[CH:10]=[CH:11][CH:12]=[CH:13][CH:14]=1. (4) The product is: [CH3:15][N:4]1[C:3]([CH2:2][OH:16])=[C:11]2[C:6]([CH:7]=[C:8]([N+:12]([O-:14])=[O:13])[CH:9]=[CH:10]2)=[N:5]1. Given the reactants Br[CH2:2][C:3]1[N:4]([CH3:15])[N:5]=[C:6]2[C:11]=1[CH:10]=[CH:9][C:8]([N+:12]([O-:14])=[O:13])=[CH:7]2.[OH-:16].[Na+], predict the reaction product. (5) Given the reactants [CH:1]1([C:4]2[O:5][C:6]3[C:7](=[C:9]([C:28]#[N:29])[C:10]([CH3:27])=[C:11]([C:21]4[CH2:25][CH2:24][CH:23](O)[CH:22]=4)[C:12]=3[N:13]3[CH2:17][CH2:16][C@H:15]([N:18]([CH3:20])[CH3:19])[CH2:14]3)[N:8]=2)[CH2:3][CH2:2]1.Cl.C(O)C, predict the reaction product. The product is: [CH:21]1([C:11]2[C:12]([N:13]3[CH2:17][CH2:16][C@H:15]([N:18]([CH3:19])[CH3:20])[CH2:14]3)=[C:6]3[O:5][C:4]([CH:1]4[CH2:2][CH2:3]4)=[N:8][C:7]3=[C:9]([C:28]#[N:29])[C:10]=2[CH3:27])[CH:25]=[CH:24][CH:23]=[CH:22]1. (6) Given the reactants [ClH:1].[S:2]1[CH:6]=[CH:5][CH:4]=[C:3]1[C:7]([O:9][CH:10]1[CH:24]([N:25]([CH3:27])[CH3:26])[C:23]2=[CH:28][CH:20]([O:21][C:22]2=[O:29])[CH:19]2[CH:15]([O:16][C:17](=[O:31])[CH:18]2[CH3:30])[CH2:14][C:13]2([CH3:32])[CH:11]1[O:12]2)=[O:8], predict the reaction product. The product is: [ClH:1].[S:2]1[CH:6]=[CH:5][CH:4]=[C:3]1[C:7]([O:9][CH:10]1[CH:24]([N:25]([CH3:27])[CH3:26])[C:23]2=[CH:28][CH:20]([O:21][C:22]2=[O:29])[CH:19]2[CH:15]([O:16][C:17](=[O:31])[CH:18]2[CH3:30])[CH2:14][C:13]2([CH3:32])[CH:11]1[O:12]2)=[O:8].